From a dataset of Full USPTO retrosynthesis dataset with 1.9M reactions from patents (1976-2016). Predict the reactants needed to synthesize the given product. Given the product [C:1]([N:4]1[C:13]2[C:8](=[C:9]([O:15][C:16]3[CH:24]=[CH:23][C:19]([C:20]([NH2:22])=[O:21])=[CH:18][CH:17]=3)[C:10]([C:32]3[CH:31]=[N:30][N:29]([CH:26]4[CH2:28][CH2:27]4)[CH:33]=3)=[CH:11][CH:12]=2)[CH2:7][CH2:6][C@@H:5]1[CH3:25])(=[O:3])[CH3:2], predict the reactants needed to synthesize it. The reactants are: [C:1]([N:4]1[C:13]2[C:8](=[C:9]([O:15][C:16]3[CH:24]=[CH:23][C:19]([C:20]([NH2:22])=[O:21])=[CH:18][CH:17]=3)[C:10](Br)=[CH:11][CH:12]=2)[CH2:7][CH2:6][C@@H:5]1[CH3:25])(=[O:3])[CH3:2].[CH:26]1([N:29]2[CH:33]=[C:32](B3OC(C)(C)C(C)(C)O3)[CH:31]=[N:30]2)[CH2:28][CH2:27]1.ClCCl.C(=O)([O-])[O-].[K+].[K+].